From a dataset of Catalyst prediction with 721,799 reactions and 888 catalyst types from USPTO. Predict which catalyst facilitates the given reaction. (1) Reactant: [C:1]([C:5]1[CH:10]=[CH:9][C:8]([S:11](Cl)(=[O:13])=[O:12])=[CH:7][CH:6]=1)([CH3:4])([CH3:3])[CH3:2].[N:15]1[C:24]2[C:19](=[C:20]([N:25]3[C:29]([NH2:30])=[CH:28][C:27]([C:31]([F:34])([F:33])[F:32])=[N:26]3)[CH:21]=[CH:22][CH:23]=2)[CH:18]=[CH:17][CH:16]=1.ClCCl.[OH-].[Na+]. Product: [C:1]([C:5]1[CH:10]=[CH:9][C:8]([S:11]([NH:30][C:29]2[N:25]([C:20]3[CH:21]=[CH:22][CH:23]=[C:24]4[C:19]=3[CH:18]=[CH:17][CH:16]=[N:15]4)[N:26]=[C:27]([C:31]([F:34])([F:33])[F:32])[CH:28]=2)(=[O:13])=[O:12])=[CH:7][CH:6]=1)([CH3:4])([CH3:3])[CH3:2]. The catalyst class is: 17. (2) Reactant: [Br:1][C:2]1[CH:3]=[C:4]([C:9]([O:11][CH3:12])=[O:10])[CH:5]=[N:6][C:7]=1Cl.C[Si]([I:17])(C)C.[I-].[Na+]. Product: [Br:1][C:2]1[CH:3]=[C:4]([C:9]([O:11][CH3:12])=[O:10])[CH:5]=[N:6][C:7]=1[I:17]. The catalyst class is: 23. (3) Reactant: [CH:1]([O:4][C:5]1([C:8]2[CH:13]=[CH:12][C:11]([C:14]#[C:15][C:16]3[CH:26]=[CH:25][C:19]([C:20]([O:22]CC)=[O:21])=[CH:18][CH:17]=3)=[CH:10][C:9]=2[CH3:27])[CH2:7][CH2:6]1)([CH3:3])[CH3:2].[OH-].[Na+]. Product: [CH:1]([O:4][C:5]1([C:8]2[CH:13]=[CH:12][C:11]([C:14]#[C:15][C:16]3[CH:17]=[CH:18][C:19]([C:20]([OH:22])=[O:21])=[CH:25][CH:26]=3)=[CH:10][C:9]=2[CH3:27])[CH2:6][CH2:7]1)([CH3:3])[CH3:2]. The catalyst class is: 199. (4) Reactant: C1(C)C=CC(S(O[CH2:11][CH:12]=[CH:13][C:14]([F:17])([F:16])[F:15])(=O)=O)=CC=1.[F:19][C:20]([F:30])([F:29])[CH2:21][CH2:22][S:23]([CH2:26][C:27]#[N:28])(=[O:25])=[O:24].[H-].[Na+].Cl. Product: [F:15][C:14]([F:17])([F:16])[CH:13]=[CH:12][CH2:11][CH:26]([S:23]([CH2:22][CH2:21][C:20]([F:19])([F:29])[F:30])(=[O:24])=[O:25])[C:27]#[N:28]. The catalyst class is: 7. (5) Reactant: C(=O)([O-])[O-].[K+].[K+].[CH3:7][NH:8][S:9]([CH3:12])(=[O:11])=[O:10].[N+:13]([C:16]1[CH:23]=[CH:22][CH:21]=[CH:20][C:17]=1[CH2:18]Cl)([O-:15])=[O:14]. The catalyst class is: 6. Product: [CH3:7][N:8]([CH2:18][C:17]1[CH:20]=[CH:21][CH:22]=[CH:23][C:16]=1[N+:13]([O-:15])=[O:14])[S:9]([CH3:12])(=[O:11])=[O:10]. (6) Reactant: [Cl:1][C:2]1[CH:7]=[CH:6][C:5]([CH2:8][C:9]([C:11]2[CH:16]=[CH:15][C:14]([F:17])=[CH:13][C:12]=2[OH:18])=[O:10])=[CH:4][CH:3]=1.C(N(CC)CC)C.[C:26](Cl)(=[O:30])[CH:27]([CH3:29])[CH3:28]. Product: [Cl:1][C:2]1[CH:7]=[CH:6][C:5]([CH2:8][C:9]([C:11]2[CH:16]=[CH:15][C:14]([F:17])=[CH:13][C:12]=2[O:18][C:26](=[O:30])[CH:27]([CH3:29])[CH3:28])=[O:10])=[CH:4][CH:3]=1. The catalyst class is: 2. (7) Reactant: [Br:1][C:2]1[CH:7]=[CH:6][C:5]([C@H:8]2[CH2:10][C@@H:9]2[CH:11]=[CH2:12])=[CH:4][CH:3]=1. Product: [Br:1][C:2]1[CH:7]=[CH:6][C:5]([C@@H:8]2[CH2:10][C@H:9]2[CH:11]=[CH2:12])=[CH:4][CH:3]=1. The catalyst class is: 81. (8) Reactant: C[Si](Br)(C)C.C([O:8][P:9]([CH2:14][CH2:15][CH2:16][CH2:17][CH2:18][CH2:19][NH:20][C:21]([NH:23][CH2:24][CH2:25][O:26][C:27](=[O:31])[C:28]([CH3:30])=[CH2:29])=[O:22])(=[O:13])[O:10]CC)C. Product: [C:27]([O:26][CH2:25][CH2:24][NH:23][C:21]([NH:20][CH2:19][CH2:18][CH2:17][CH2:16][CH2:15][CH2:14][P:9](=[O:8])([OH:13])[OH:10])=[O:22])(=[O:31])[C:28]([CH3:30])=[CH2:29]. The catalyst class is: 2.